From a dataset of Reaction yield outcomes from USPTO patents with 853,638 reactions. Predict the reaction yield, written as a fraction of the theoretical maximum amount of product (1.0 means a 100% yield; for example, 0.34 means a 34% yield). The reactants are C([O:8][C:9]1[CH:10]=[C:11]([O:23][C:24]2[CH:29]=[CH:28][C:27]([S:30]([CH3:33])(=[O:32])=[O:31])=[CH:26][CH:25]=2)[CH:12]=[C:13]2[C:17]=1[NH:16][C:15]([C:18]([O:20][CH2:21][CH3:22])=[O:19])=[CH:14]2)C1C=CC=CC=1. The catalyst is O1CCCC1.C(O)C.[C].[Pd]. The product is [OH:8][C:9]1[CH:10]=[C:11]([O:23][C:24]2[CH:29]=[CH:28][C:27]([S:30]([CH3:33])(=[O:32])=[O:31])=[CH:26][CH:25]=2)[CH:12]=[C:13]2[C:17]=1[NH:16][C:15]([C:18]([O:20][CH2:21][CH3:22])=[O:19])=[CH:14]2. The yield is 0.960.